Dataset: HIV replication inhibition screening data with 41,000+ compounds from the AIDS Antiviral Screen. Task: Binary Classification. Given a drug SMILES string, predict its activity (active/inactive) in a high-throughput screening assay against a specified biological target. (1) The drug is O=C(C=Cc1ccccc1)NC1C=Nc2ccc(Cl)cc2NC1=O. The result is 0 (inactive). (2) The drug is COC1=C(C(=O)OC(C)(C)C)C2C(C(=O)OC(C)(C)C)C(OC)=C(C(=O)OC(C)(C)C)C2C1C(=O)OC(C)(C)C. The result is 0 (inactive). (3) The molecule is Cc1cc2[n-][n+]3ncc(-c4ccccc4)n3c2cc1[N+](=O)[O-]. The result is 0 (inactive). (4) The compound is O=C(O)C1CCSS1. The result is 0 (inactive). (5) The compound is Cc1ccc(NC2=NCCO2)c2c1CCC2. The result is 0 (inactive). (6) The result is 0 (inactive). The compound is N=C1N(c2ccccc2)C(=S)C(=Nc2ccccc2)N1c1ccccc1. (7) The drug is C[Si](C)(C)C1(Sc2ccccc2)SCCCS1. The result is 0 (inactive).